This data is from Forward reaction prediction with 1.9M reactions from USPTO patents (1976-2016). The task is: Predict the product of the given reaction. (1) Given the reactants [N:1]12[CH2:8][CH2:7][CH:4]([CH2:5][CH2:6]1)[CH:3]([O:9][C:10]1[CH:15]=[CH:14][C:13]([C:16]3[CH:21]=[CH:20][C:19]([NH:22][S:23]([CH3:26])(=[O:25])=[O:24])=[CH:18][CH:17]=3)=[CH:12][CH:11]=1)[CH2:2]2.[C:27]([OH:34])(=[O:33])/[CH:28]=[CH:29]/[C:30]([OH:32])=[O:31], predict the reaction product. The product is: [C:27]([OH:34])(=[O:33])/[CH:28]=[CH:29]/[C:30]([OH:32])=[O:31].[N:1]12[CH2:8][CH2:7][CH:4]([CH2:5][CH2:6]1)[CH:3]([O:9][C:10]1[CH:11]=[CH:12][C:13]([C:16]3[CH:21]=[CH:20][C:19]([NH:22][S:23]([CH3:26])(=[O:24])=[O:25])=[CH:18][CH:17]=3)=[CH:14][CH:15]=1)[CH2:2]2. (2) Given the reactants C(N(CC)CC)C.[NH2:8][C:9]1[CH:16]=[CH:15][C:12]([C:13]#[N:14])=[C:11]([C:17]([F:20])([F:19])[F:18])[CH:10]=1.[Cl:21][C:22](Cl)([O:24]C(=O)OC(Cl)(Cl)Cl)Cl.[CH3:33][O:34][C:35]1[CH:36]=[C:37]([C@@:43]23[CH2:51][CH2:50][C@@H:49]([NH2:52])[CH2:48][C@@H:47]2[N:46]([CH3:53])[CH2:45][CH2:44]3)[CH:38]=[CH:39][C:40]=1[O:41][CH3:42].Cl, predict the reaction product. The product is: [ClH:21].[C:13]([C:12]1[CH:15]=[CH:16][C:9]([NH:8][C:22]([NH:52][C@H:49]2[CH2:48][C@H:47]3[C@:43]([C:37]4[CH:38]=[CH:39][C:40]([O:41][CH3:42])=[C:35]([O:34][CH3:33])[CH:36]=4)([CH2:44][CH2:45][N:46]3[CH3:53])[CH2:51][CH2:50]2)=[O:24])=[CH:10][C:11]=1[C:17]([F:18])([F:19])[F:20])#[N:14]. (3) The product is: [C:41]([O:45][C:46]([N:9]1[C@@H:8]([C:5]2[CH:4]=[CH:3][C:2]([Cl:1])=[CH:7][CH:6]=2)[C@H:12]([C:13]2[CH:14]=[CH:15][C:16]([Cl:19])=[CH:17][CH:18]=2)[N:11]=[C:10]1[C:20]1[CH:25]=[CH:24][C:23]([O:26][CH3:27])=[CH:22][C:21]=1[O:28][CH:29]([CH3:31])[CH3:30])=[O:47])([CH3:44])([CH3:43])[CH3:42]. Given the reactants [Cl:1][C:2]1[CH:7]=[CH:6][C:5]([C@H:8]2[C@H:12]([C:13]3[CH:18]=[CH:17][C:16]([Cl:19])=[CH:15][CH:14]=3)[NH:11][C:10]([C:20]3[CH:25]=[CH:24][C:23]([O:26][CH3:27])=[CH:22][C:21]=3[O:28][CH:29]([CH3:31])[CH3:30])=[N:9]2)=[CH:4][CH:3]=1.CC1C=CN=C(N)C=1C.[C:41]([O:45][C:46](O[C:46]([O:45][C:41]([CH3:44])([CH3:43])[CH3:42])=[O:47])=[O:47])([CH3:44])([CH3:43])[CH3:42], predict the reaction product. (4) The product is: [CH3:24][O:25][C:26]1[CH:31]=[CH:30][C:29]([O:32][CH3:33])=[CH:28][C:27]=1[NH:34][C:35]([N:21]1[CH2:22][CH2:23][CH:18]([NH:17][C:4]2[S:5][C:6]([C:7](=[O:8])[C:9]3[C:14]([F:15])=[CH:13][CH:12]=[CH:11][C:10]=3[F:16])=[C:2]([NH2:1])[N:3]=2)[CH2:19][CH2:20]1)=[O:36]. Given the reactants [NH2:1][C:2]1[N:3]=[C:4]([NH:17][CH:18]2[CH2:23][CH2:22][NH:21][CH2:20][CH2:19]2)[S:5][C:6]=1[C:7]([C:9]1[C:14]([F:15])=[CH:13][CH:12]=[CH:11][C:10]=1[F:16])=[O:8].[CH3:24][O:25][C:26]1[CH:31]=[CH:30][C:29]([O:32][CH3:33])=[CH:28][C:27]=1[N:34]=[C:35]=[O:36], predict the reaction product. (5) Given the reactants [Cl:1][C:2]1[CH:26]=[CH:25][C:5]([CH2:6][N:7]2[C:15]3[C:10](=[CH:11][C:12]([CH:16]=[C:17]4[S:21][C:20](SC)=[N:19][C:18]4=[O:24])=[CH:13][CH:14]=3)[CH:9]=[N:8]2)=[C:4]([CH:27]2[CH2:29][CH2:28]2)[CH:3]=1.[CH3:30][N:31]1[CH2:36][CH2:35][NH:34][CH2:33][CH2:32]1, predict the reaction product. The product is: [Cl:1][C:2]1[CH:26]=[CH:25][C:5]([CH2:6][N:7]2[C:15]3[C:10](=[CH:11][C:12]([CH:16]=[C:17]4[S:21][C:20]([N:34]5[CH2:35][CH2:36][N:31]([CH3:30])[CH2:32][CH2:33]5)=[N:19][C:18]4=[O:24])=[CH:13][CH:14]=3)[CH:9]=[N:8]2)=[C:4]([CH:27]2[CH2:29][CH2:28]2)[CH:3]=1. (6) Given the reactants COC1C=CC(N)=CC=1.N[C:11]1[CH:12]=[C:13]([CH:25]=[CH:26][C:27]=1OC)[C:14]([NH:16]C1C=CC(F)=C(F)C=1)=[O:15], predict the reaction product. The product is: [C:14]([NH2:16])(=[O:15])[C:13]1[CH:25]=[CH:26][CH:27]=[CH:11][CH:12]=1. (7) The product is: [Cl:39][C:24]1[C:25]([NH:27][C@@H:28]2[CH2:33][CH2:32][CH2:31][CH2:30][C@H:29]2[NH:34][S:35]([CH3:38])(=[O:37])=[O:36])=[N:26][C:21]([NH:19][C:4]2[CH:5]=[CH:6][C:7]3[CH2:13][CH2:12][CH:11]([NH:14][CH2:15][CH2:16][O:17][CH3:18])[CH2:10][CH2:9][C:8]=3[C:3]=2[O:2][CH3:1])=[N:22][CH:23]=1. Given the reactants [CH3:1][O:2][C:3]1[C:8]2[CH2:9][CH2:10][CH:11]([NH:14][CH2:15][CH2:16][O:17][CH3:18])[CH2:12][CH2:13][C:7]=2[CH:6]=[CH:5][C:4]=1[NH2:19].Cl[C:21]1[N:26]=[C:25]([NH:27][C@@H:28]2[CH2:33][CH2:32][CH2:31][CH2:30][C@H:29]2[NH:34][S:35]([CH3:38])(=[O:37])=[O:36])[C:24]([Cl:39])=[CH:23][N:22]=1, predict the reaction product.